The task is: Regression. Given a peptide amino acid sequence and an MHC pseudo amino acid sequence, predict their binding affinity value. This is MHC class II binding data.. This data is from Peptide-MHC class II binding affinity with 134,281 pairs from IEDB. The peptide sequence is DELVGGPPVEASAAA. The MHC is DRB1_1201 with pseudo-sequence DRB1_1201. The binding affinity (normalized) is 0.